Dataset: Forward reaction prediction with 1.9M reactions from USPTO patents (1976-2016). Task: Predict the product of the given reaction. (1) Given the reactants Br[C:2]1[CH:19]=[CH:18][C:5]2[C:6]([CH:15]([CH3:17])[CH3:16])=[N:7][C:8]3[CH:9]=[CH:10][NH:11][C:12](=[O:14])[C:13]=3[C:4]=2[CH:3]=1.C([PH+](C(C)(C)C)C(C)(C)C)(C)(C)C.[H+].[B-](F)(F)(F)F.C1CCN2C(=NCCC2)CC1.[OH2:50].[O:51]1[CH2:56]COCC1, predict the reaction product. The product is: [CH:15]([C:6]1[C:5]2[CH:18]=[CH:19][C:2]([C:56]([OH:51])=[O:50])=[CH:3][C:4]=2[C:13]2[C:12](=[O:14])[NH:11][CH:10]=[CH:9][C:8]=2[N:7]=1)([CH3:17])[CH3:16]. (2) Given the reactants OS(O)(=O)=O.[N+:6]([O-:9])(O)=[O:7].[C:10]([NH:13][C:14]1[CH:24]=[CH:23][C:17]([C:18]([O:20][CH2:21][CH3:22])=[O:19])=[CH:16][C:15]=1[CH3:25])(=[O:12])[CH3:11], predict the reaction product. The product is: [C:10]([NH:13][C:14]1[C:24]([N+:6]([O-:9])=[O:7])=[CH:23][C:17]([C:18]([O:20][CH2:21][CH3:22])=[O:19])=[CH:16][C:15]=1[CH3:25])(=[O:12])[CH3:11]. (3) Given the reactants [CH3:1][O:2][C:3](=[O:16])[C:4]1[CH:9]=[CH:8][C:7](Br)=[C:6]([O:11][C:12]([F:15])([F:14])[F:13])[CH:5]=1.[CH:17]1(B(O)O)[CH2:19][CH2:18]1.C(=O)([O-])[O-].[Cs+].[Cs+].C(=O)(O)[O-].[Na+], predict the reaction product. The product is: [CH3:1][O:2][C:3](=[O:16])[C:4]1[CH:9]=[CH:8][C:7]([CH:17]2[CH2:19][CH2:18]2)=[C:6]([O:11][C:12]([F:15])([F:14])[F:13])[CH:5]=1. (4) Given the reactants [C:1]1(=[O:11])[NH:5][C:4](=[O:6])[C:3]2=[CH:7][CH:8]=[CH:9][CH:10]=[C:2]12.C1(P(C2C=CC=CC=2)C2C=CC=CC=2)C=CC=CC=1.CC(OC(/N=N/C(OC(C)C)=O)=O)C.O[CH:46]([CH:57]([CH3:59])[CH3:58])[C@@H:47]([NH:49][C:50](=[O:56])[O:51][C:52]([CH3:55])([CH3:54])[CH3:53])[CH3:48], predict the reaction product. The product is: [O:6]=[C:4]1[C:3]2[C:2](=[CH:10][CH:9]=[CH:8][CH:7]=2)[C:1](=[O:11])[N:5]1[C@H:46]([CH:57]([CH3:59])[CH3:58])[C@@H:47]([NH:49][C:50](=[O:56])[O:51][C:52]([CH3:54])([CH3:53])[CH3:55])[CH3:48]. (5) Given the reactants [O:1]1[CH:6]=[CH:5][CH2:4][CH2:3][CH2:2]1.[C:7]([SiH2:11][O:12][C:13]([CH3:32])([CH3:31])[C:14]1[CH:19]=[CH:18][C:17]([CH:20]([OH:30])[C:21]2[CH:22]=[CH:23][C:24]([F:29])=[C:25]([CH:28]=2)[C:26]#[N:27])=[CH:16][CH:15]=1)([CH3:10])([CH3:9])[CH3:8].[NH+]1C=CC=CC=1.C1(C)C(S([O-])(=O)=O)=CC=CC=1, predict the reaction product. The product is: [C:7]([SiH2:11][O:12][C:13]([CH3:32])([CH3:31])[C:14]1[CH:15]=[CH:16][C:17]([CH:20]([O:30][CH:6]2[CH2:5][CH2:4][CH2:3][CH2:2][O:1]2)[C:21]2[CH:22]=[CH:23][C:24]([F:29])=[C:25]([CH:28]=2)[C:26]#[N:27])=[CH:18][CH:19]=1)([CH3:10])([CH3:8])[CH3:9]. (6) Given the reactants [Cl:1][C:2]1[CH:7]=[CH:6][N:5]=[C:4]([N:8]2[CH2:13][CH2:12][N:11]([C:14](=[O:19])[C:15]([CH3:18])([CH3:17])[CH3:16])[CH2:10][CH2:9]2)[CH:3]=1.[N+:20]([O-])([O-:22])=[O:21].[K+].[OH-].[Na+], predict the reaction product. The product is: [Cl:1][C:2]1[C:7]([N+:20]([O-:22])=[O:21])=[CH:6][N:5]=[C:4]([N:8]2[CH2:13][CH2:12][N:11]([C:14](=[O:19])[C:15]([CH3:16])([CH3:18])[CH3:17])[CH2:10][CH2:9]2)[CH:3]=1.